Task: Predict the product of the given reaction.. Dataset: Forward reaction prediction with 1.9M reactions from USPTO patents (1976-2016) The product is: [CH:1]([OH:3])=[O:2].[Cl:54][C:51]1[S:50][C:49]([S:46]([NH:45][C:36]2[C:37]3[C:42](=[CH:41][CH:40]=[CH:39][C:38]=3[O:43][CH3:44])[N:34]([CH2:33][C:29]3[CH:28]=[C:27]([CH2:26][NH:25][C:11](=[O:13])[C:9]([CH3:10])([CH3:14])[NH:8][CH3:15])[CH:32]=[CH:31][CH:30]=3)[N:35]=2)(=[O:47])=[O:48])=[CH:53][CH:52]=1. Given the reactants [C:1]([N:8]([CH3:15])[C:9]([CH3:14])([C:11]([OH:13])=O)[CH3:10])([O:3]C(C)(C)C)=[O:2].ClC(N(C)C)=C(C)C.Cl.[NH2:25][CH2:26][C:27]1[CH:28]=[C:29]([CH2:33][N:34]2[C:42]3[C:37](=[C:38]([O:43][CH3:44])[CH:39]=[CH:40][CH:41]=3)[C:36]([NH:45][S:46]([C:49]3[S:50][C:51]([Cl:54])=[CH:52][CH:53]=3)(=[O:48])=[O:47])=[N:35]2)[CH:30]=[CH:31][CH:32]=1.C(N(CC)C(C)C)(C)C, predict the reaction product.